This data is from Forward reaction prediction with 1.9M reactions from USPTO patents (1976-2016). The task is: Predict the product of the given reaction. (1) Given the reactants Br[C:2]1[C:3]([O:17][CH3:18])=[C:4]([C:9]2[C:14]([Cl:15])=[CH:13][CH:12]=[CH:11][C:10]=2[Cl:16])[CH:5]=[C:6]([F:8])[CH:7]=1.[CH:19]([Mg]Cl)([CH3:21])[CH3:20].C([Cu])#N.[O:27]1[CH2:31][CH2:30][CH2:29][CH2:28]1, predict the reaction product. The product is: [CH2:31]([O:27][CH2:2][C@@H:3]([OH:17])[CH2:4][C:2]1[C:3]([O:17][CH3:18])=[C:4]([C:9]2[C:14]([Cl:15])=[CH:13][CH:12]=[CH:11][C:10]=2[Cl:16])[CH:5]=[C:6]([F:8])[CH:7]=1)[C:30]1[CH:21]=[CH:19][CH:20]=[CH:28][CH:29]=1. (2) Given the reactants [CH2:1]([Mg]Br)[CH3:2].[Br:5][C:6]1[CH:7]=[C:8]([CH:13]=[CH:14][C:15]=1[O:16][CH3:17])[C:9]([O:11]C)=O.C(OCC)(=O)C.O, predict the reaction product. The product is: [Br:5][C:6]1[CH:7]=[C:8]([C:9]2([OH:11])[CH2:2][CH2:1]2)[CH:13]=[CH:14][C:15]=1[O:16][CH3:17]. (3) Given the reactants [CH:1]([O:3][CH:4]1[CH2:9][CH2:8][CH2:7][CH2:6][O:5]1)=[CH2:2].[N+](=C[C:13]([O:15][CH2:16][CH3:17])=[O:14])=[N-].[CH3:18]COCC, predict the reaction product. The product is: [O:5]1[CH2:6][CH2:7][CH2:8][CH2:9][CH:4]1[O:3][CH:1]1[CH2:18][CH:2]1[C:13]([O:15][CH2:16][CH3:17])=[O:14]. (4) Given the reactants [CH3:1][O:2][C:3]1[CH:8]=[CH:7][C:6]([C:9]2[S:13][C:12]([C:14]([OH:16])=O)=[CH:11][CH:10]=2)=[CH:5][CH:4]=1.S(Cl)([Cl:19])=O, predict the reaction product. The product is: [CH3:1][O:2][C:3]1[CH:8]=[CH:7][C:6]([C:9]2[S:13][C:12]([C:14]([Cl:19])=[O:16])=[CH:11][CH:10]=2)=[CH:5][CH:4]=1. (5) The product is: [NH2:30][C:22]1[C:21]2[N:31]=[C:18]([CH2:14][CH2:15][CH2:16][CH3:17])[N:19]([CH2:32][CH2:33][CH2:34][N:35]([CH2:1][C:3]3[CH:4]=[C:5]([CH2:9][C:10]([O:12][CH3:13])=[O:11])[CH:6]=[CH:7][CH:8]=3)[CH:36]3[CH2:41][CH2:40][N:39]([CH3:42])[CH2:38][CH2:37]3)[C:20]=2[C:29]2[CH:28]=[CH:27][CH:26]=[CH:25][C:24]=2[N:23]=1. Given the reactants [CH:1]([C:3]1[CH:4]=[C:5]([CH2:9][C:10]([O:12][CH3:13])=[O:11])[CH:6]=[CH:7][CH:8]=1)=O.[CH2:14]([C:18]1[N:19]([CH2:32][CH2:33][CH2:34][NH:35][CH:36]2[CH2:41][CH2:40][N:39]([CH3:42])[CH2:38][CH2:37]2)[C:20]2[C:29]3[CH:28]=[CH:27][CH:26]=[CH:25][C:24]=3[N:23]=[C:22]([NH2:30])[C:21]=2[N:31]=1)[CH2:15][CH2:16][CH3:17].C(O[BH-](OC(=O)C)OC(=O)C)(=O)C.[Na+].C(O)(=O)C, predict the reaction product. (6) Given the reactants C[O:2][C:3]([C:5]1[S:9][C:8]2[CH:10]=[C:11](Cl)[CH:12]=[CH:13][C:7]=2[C:6]=1[O:15][CH2:16][C:17]([O:19]C(C)(C)C)=[O:18])=[O:4].F[B-](F)(F)F.C(P(C(C)(C)C)C(C)(C)C)(C)(C)C.[F-].[K+].[F:44][C:45]1[CH:46]=[C:47](B(O)O)[CH:48]=[CH:49][CH:50]=1, predict the reaction product. The product is: [C:17]([CH2:16][O:15][C:6]1[C:7]2[CH:13]=[CH:12][C:11]([C:49]3[CH:48]=[CH:47][CH:46]=[C:45]([F:44])[CH:50]=3)=[CH:10][C:8]=2[S:9][C:5]=1[C:3]([OH:2])=[O:4])([OH:19])=[O:18]. (7) The product is: [CH3:1][C:2]1[CH:7]=[CH:6][C:5]([S:8]([O:11][CH2:12][CH:13]2[O:18][C:17]3[C:19]([CH3:26])=[C:20]([NH2:23])[CH:21]=[CH:22][C:16]=3[O:15][CH2:14]2)(=[O:10])=[O:9])=[CH:4][CH:3]=1. Given the reactants [CH3:1][C:2]1[CH:7]=[CH:6][C:5]([S:8]([O:11][CH2:12][C@@H:13]2[O:18][C:17]3[C:19]([CH:26]=O)=[C:20]([N+:23]([O-])=O)[CH:21]=[CH:22][C:16]=3[O:15][CH2:14]2)(=[O:10])=[O:9])=[CH:4][CH:3]=1.[H][H], predict the reaction product. (8) Given the reactants [H-].[Na+].[OH:3][C:4]1[CH:5]=[CH:6][C:7]([O:19][CH2:20][C:21]2[CH:26]=[CH:25][CH:24]=[CH:23][CH:22]=2)=[C:8]([CH:18]=1)[C:9]([NH:11][C:12]1[CH:13]=[N:14][CH:15]=[CH:16][CH:17]=1)=[O:10].ClC1C=CC(S(O[CH2:38][C@H:39]2[CH2:43][CH2:42][CH2:41][N:40]2[C:44]([O:46][C:47]([CH3:50])([CH3:49])[CH3:48])=[O:45])(=O)=O)=CC=1.O, predict the reaction product. The product is: [C:21]1([CH2:20][O:19][C:7]2[CH:6]=[CH:5][C:4]([O:3][CH2:38][C@H:39]3[CH2:43][CH2:42][CH2:41][N:40]3[C:44]([O:46][C:47]([CH3:48])([CH3:50])[CH3:49])=[O:45])=[CH:18][C:8]=2[C:9]([NH:11][C:12]2[CH:13]=[N:14][CH:15]=[CH:16][CH:17]=2)=[O:10])[CH:22]=[CH:23][CH:24]=[CH:25][CH:26]=1. (9) The product is: [CH:1]1[C:10]2[C:11]3[CH2:17][CH2:16][CH2:15][CH2:14][CH2:13][C:12]=3[N:8]3[C:9]=2[C:4]([CH2:5][CH2:6][CH2:7]3)=[CH:3][C:2]=1[NH:18][C:24]([C:20]1[S:19][CH:23]=[CH:22][CH:21]=1)=[O:25]. Given the reactants [CH:1]1[C:10]2[C:11]3[CH2:17][CH2:16][CH2:15][CH2:14][CH2:13][C:12]=3[N:8]3[C:9]=2[C:4]([CH2:5][CH2:6][CH2:7]3)=[CH:3][C:2]=1[NH2:18].[S:19]1[CH:23]=[CH:22][CH:21]=[C:20]1[C:24](Cl)=[O:25], predict the reaction product.